Dataset: Catalyst prediction with 721,799 reactions and 888 catalyst types from USPTO. Task: Predict which catalyst facilitates the given reaction. (1) Reactant: [CH3:1][O:2][C:3]1[CH:4]=[C:5]2[C:10](=[CH:11][CH:12]=1)[C:9](=O)[CH:8]([C:14]1[CH:19]=[CH:18][CH:17]=[C:16]([O:20][CH3:21])[CH:15]=1)[CH2:7][CH2:6]2.P(Br)(Br)[Br:23]. Product: [Br:23][C:9]1[C:10]2[C:5](=[CH:4][C:3]([O:2][CH3:1])=[CH:12][CH:11]=2)[CH2:6][CH2:7][C:8]=1[C:14]1[CH:19]=[CH:18][CH:17]=[C:16]([O:20][CH3:21])[CH:15]=1. The catalyst class is: 11. (2) Reactant: C(OC([NH:8][C:9]1[O:17][C:16]2[C:11](=[N:12][CH:13]=[C:14]([CH:18]3[CH2:22][CH2:21][O:20][CH2:19]3)[CH:15]=2)[C:10]=1[C:23]([OH:25])=O)=O)(C)(C)C.[NH2:26][C:27]1[CH:28]=[N:29][CH:30]=[CH:31][C:32]=1[N:33]1[CH2:38][C@H:37]([CH3:39])[CH2:36][C@H:35]([NH:40]C(=O)OC(C)(C)C)[CH2:34]1.CN(C(ON1N=NC2C=CC=NC1=2)=[N+](C)C)C.F[P-](F)(F)(F)(F)F.CCN(C(C)C)C(C)C. Product: [NH2:8][C:9]1[O:17][C:16]2[C:11](=[N:12][CH:13]=[C:14]([CH:18]3[CH2:22][CH2:21][O:20][CH2:19]3)[CH:15]=2)[C:10]=1[C:23]([NH:26][C:27]1[CH:28]=[N:29][CH:30]=[CH:31][C:32]=1[N:33]1[CH2:38][C@H:37]([CH3:39])[CH2:36][C@H:35]([NH2:40])[CH2:34]1)=[O:25]. The catalyst class is: 26. (3) Reactant: [C:1]1([C@H:7]([CH2:9][OH:10])[NH2:8])[CH:6]=[CH:5][CH:4]=[CH:3][CH:2]=1.C(N(CC)CC)C.[Cl:18][CH:19]([CH2:23][CH3:24])[C:20](Cl)=[O:21]. Product: [Cl:18][CH:19]([CH2:23][CH3:24])[C:20]([NH:8][C@H:7]([C:1]1[CH:6]=[CH:5][CH:4]=[CH:3][CH:2]=1)[CH2:9][OH:10])=[O:21]. The catalyst class is: 2. (4) Reactant: C1CCN2C(=NCCC2)CC1.[CH2:12](Br)[C:13]1[CH:18]=[CH:17][CH:16]=[CH:15][CH:14]=1.[C:20]([O:24][C:25]([N:27]1[CH2:31][CH2:30][C@H:29]([C:32]([OH:34])=[O:33])[CH2:28]1)=[O:26])([CH3:23])([CH3:22])[CH3:21]. Product: [C:20]([O:24][C:25]([N:27]1[CH2:31][CH2:30][C@H:29]([C:32]([O:34][CH2:12][C:13]2[CH:18]=[CH:17][CH:16]=[CH:15][CH:14]=2)=[O:33])[CH2:28]1)=[O:26])([CH3:23])([CH3:21])[CH3:22]. The catalyst class is: 11. (5) Reactant: [C:1]([O:5][C:6](=[O:21])[CH2:7][N:8]1[C:16]2[C:11](=[N:12][CH:13]=[CH:14][CH:15]=2)[CH:10]=[C:9]1[CH2:17][CH2:18][CH2:19][OH:20])([CH3:4])([CH3:3])[CH3:2].[CH3:22][OH:23].[Cr](O[Cr]([O-])(=O)=O)([O-])(=O)=O.[NH+]1C=CC=CC=1.[NH+]1C=CC=CC=1.C([O-])([O-])=O.[Na+].[Na+]. Product: [CH3:22][O:23][C:19](=[O:20])[CH2:18][CH2:17][C:9]1[N:8]([CH2:7][C:6]([O:5][C:1]([CH3:3])([CH3:2])[CH3:4])=[O:21])[C:16]2[C:11](=[N:12][CH:13]=[CH:14][CH:15]=2)[CH:10]=1. The catalyst class is: 31. (6) Product: [C:1]([N:4]1[C:13]2[C:8](=[CH:9][C:10]([N+:14]([O-:16])=[O:15])=[CH:11][CH:12]=2)[C:7](=[O:17])[CH:6]([C:28](=[O:34])[C:29]([O:31][CH2:32][CH3:33])=[O:30])[CH2:5]1)(=[O:3])[CH3:2]. The catalyst class is: 1. Reactant: [C:1]([N:4]1[C:13]2[C:8](=[CH:9][C:10]([N+:14]([O-:16])=[O:15])=[CH:11][CH:12]=2)[C:7](=[O:17])[CH2:6][CH2:5]1)(=[O:3])[CH3:2].C[Si]([N-][Si](C)(C)C)(C)C.[Li+].[C:28](OCC)(=[O:34])[C:29]([O:31][CH2:32][CH3:33])=[O:30]. (7) Reactant: [Cl:1][C:2]1[N:7]=[C:6]([NH:8][C:9]2[S:10][CH:11]=[C:12]([CH3:14])[CH:13]=2)[C:5]([C:15]([O:17]CC)=[O:16])=[CH:4][N:3]=1.[OH-].[Na+].Cl.O. Product: [Cl:1][C:2]1[N:7]=[C:6]([NH:8][C:9]2[S:10][CH:11]=[C:12]([CH3:14])[CH:13]=2)[C:5]([C:15]([OH:17])=[O:16])=[CH:4][N:3]=1. The catalyst class is: 49.